Dataset: Full USPTO retrosynthesis dataset with 1.9M reactions from patents (1976-2016). Task: Predict the reactants needed to synthesize the given product. Given the product [Br:1][C:2]1[CH:11]=[C:10]2[C:5]([C:6](=[O:30])[N:7]([CH3:29])[C:8]([C:12]3[CH:17]=[CH:16][C:15]([O:18][CH2:19][CH2:20][CH2:21][N:22]4[CH2:27][CH2:26][CH2:25][CH2:24][CH2:23]4)=[CH:14][C:13]=3[O:28][CH2:41][CH2:42][F:43])=[N:9]2)=[CH:4][CH:3]=1, predict the reactants needed to synthesize it. The reactants are: [Br:1][C:2]1[CH:11]=[C:10]2[C:5]([C:6](=[O:30])[N:7]([CH3:29])[C:8]([C:12]3[CH:17]=[CH:16][C:15]([O:18][CH2:19][CH2:20][CH2:21][N:22]4[CH2:27][CH2:26][CH2:25][CH2:24][CH2:23]4)=[CH:14][C:13]=3[OH:28])=[N:9]2)=[CH:4][CH:3]=1.C(=O)([O-])[O-].[K+].[K+].S(C1C=CC(C)=CC=1)(O[CH2:41][CH2:42][F:43])(=O)=O.